Predict the product of the given reaction. From a dataset of Forward reaction prediction with 1.9M reactions from USPTO patents (1976-2016). (1) Given the reactants [C:1]([C:3]1[CH:8]=[CH:7][CH:6]=[CH:5][C:4]=1[C:9]1[CH:14]=[CH:13][C:12]([CH2:15][C:16]2[C:17](=[O:43])[N:18]([C@H:28]3[CH2:33][CH2:32][C@H:31]([O:34][CH2:35]C(OC(C)(C)C)=O)[CH2:30][CH2:29]3)[C:19]3[N:20]([N:25]=[CH:26][CH:27]=3)[C:21]=2[CH2:22][CH2:23][CH3:24])=[CH:11][CH:10]=1)#[N:2].C[Mg]Br.[Cl-].[NH4+], predict the reaction product. The product is: [OH:34][C:31]([CH3:32])([CH3:30])[CH2:35][O:34][C@H:31]1[CH2:32][CH2:33][C@H:28]([N:18]2[C:17](=[O:43])[C:16]([CH2:15][C:12]3[CH:13]=[CH:14][C:9]([C:4]4[C:3]([C:1]#[N:2])=[CH:8][CH:7]=[CH:6][CH:5]=4)=[CH:10][CH:11]=3)=[C:21]([CH2:22][CH2:23][CH3:24])[N:20]3[N:25]=[CH:26][CH:27]=[C:19]23)[CH2:29][CH2:30]1. (2) Given the reactants [F:1][C:2]1[CH:11]=[C:10]2[C:5]([C:6](=O)[NH:7][C:8]([N:12]3[CH:16]=[C:15]([C:17]([O:19]CC)=[O:18])[CH:14]=[N:13]3)=[N:9]2)=[CH:4][C:3]=1[N:23]1[CH2:28][CH2:27][CH2:26][CH2:25][CH2:24]1.[NH:29]1[CH2:33][CH2:32][CH2:31][CH2:30]1, predict the reaction product. The product is: [F:1][C:2]1[CH:11]=[C:10]2[C:5]([C:6]([N:29]3[CH2:33][CH2:32][CH2:31][CH2:30]3)=[N:7][C:8]([N:12]3[CH:16]=[C:15]([C:17]([OH:19])=[O:18])[CH:14]=[N:13]3)=[N:9]2)=[CH:4][C:3]=1[N:23]1[CH2:28][CH2:27][CH2:26][CH2:25][CH2:24]1. (3) Given the reactants O[CH2:2][CH2:3][O:4][CH2:5][CH2:6][C:7]([O:9][CH2:10][CH3:11])=[O:8].S(Cl)([Cl:14])=O.CN(C=O)C, predict the reaction product. The product is: [Cl:14][CH2:2][CH2:3][O:4][CH2:5][CH2:6][C:7]([O:9][CH2:10][CH3:11])=[O:8].